Dataset: Forward reaction prediction with 1.9M reactions from USPTO patents (1976-2016). Task: Predict the product of the given reaction. (1) Given the reactants [NH2:1][C:2]1[CH:3]=[C:4]([CH:21]=[CH:22][CH:23]=1)[O:5][C:6]1[CH:7]=[CH:8][C:9]2[N:10]([CH:12]=[C:13]([NH:15][C:16]([CH:18]3[CH2:20][CH2:19]3)=[O:17])[N:14]=2)[N:11]=1.[CH3:24][C:25]1[C:26]([C:31](O)=[O:32])=[N:27][CH:28]=[CH:29][CH:30]=1.ON1C2C=CC=CC=2N=N1.C(N(CC)CC)C.Cl.CN(C)CCCN=C=NCC.C(=O)([O-])O.[Na+], predict the reaction product. The product is: [CH:18]1([C:16]([NH:15][C:13]2[N:14]=[C:9]3[CH:8]=[CH:7][C:6]([O:5][C:4]4[CH:3]=[C:2]([NH:1][C:31]([C:26]5[C:25]([CH3:24])=[CH:30][CH:29]=[CH:28][N:27]=5)=[O:32])[CH:23]=[CH:22][CH:21]=4)=[N:11][N:10]3[CH:12]=2)=[O:17])[CH2:20][CH2:19]1. (2) The product is: [CH2:31]([N:20]1[C:21]([C:22]([O:24][CH2:25][CH3:26])=[O:23])=[C:15]2[C:16]([C:17]3[CH:18]=[N:10][NH:11][C:12]=3[CH2:13][CH2:14]2)=[N:19]1)[CH:30]=[CH2:29]. Given the reactants C(OC[N:10]1[CH:18]=[C:17]2[C:12]([CH2:13][CH2:14][C:15]3[C:16]2=[N:19][NH:20][C:21]=3[C:22]([O:24][CH2:25][CH3:26])=[O:23])=[N:11]1)C1C=CC=CC=1.[H-].[Na+].[CH2:29](Br)[CH:30]=[CH2:31], predict the reaction product. (3) Given the reactants [SH:1][CH2:2][CH2:3][OH:4].[H-].[Na+].Cl[C:8]1[N:17]=[C:16]([C:18]2[CH:23]=[CH:22][CH:21]=[CH:20][CH:19]=2)[C:15]2[C:10](=[CH:11][CH:12]=[C:13]([Cl:24])[CH:14]=2)[N:9]=1.O, predict the reaction product. The product is: [Cl:24][C:13]1[CH:14]=[C:15]2[C:10](=[CH:11][CH:12]=1)[N:9]=[C:8]([S:1][CH2:2][CH2:3][OH:4])[N:17]=[C:16]2[C:18]1[CH:23]=[CH:22][CH:21]=[CH:20][CH:19]=1. (4) Given the reactants [CH3:1][C:2]([CH3:31])([CH3:30])[C:3]#[C:4][C:5]1[S:9][C:8]([C:10]([OH:12])=[O:11])=[C:7]([N:13]([C@H:23]2[CH2:28][CH2:27][C@H:26]([OH:29])[CH2:25][CH2:24]2)[C:14]([C@H:16]2[CH2:21][CH2:20][C@H:19]([CH3:22])[CH2:18][CH2:17]2)=[O:15])[CH:6]=1.[Cl:32][C:33]1[N:34]=[N:35][C:36](Cl)=[CH:37][CH:38]=1.[H-].[Na+].C(OCC)(=O)C, predict the reaction product. The product is: [CH3:31][C:2]([CH3:30])([CH3:1])[C:3]#[C:4][C:5]1[S:9][C:8]([C:10]([OH:12])=[O:11])=[C:7]([N:13]([C:14]([C@H:16]2[CH2:21][CH2:20][C@H:19]([CH3:22])[CH2:18][CH2:17]2)=[O:15])[C@H:23]2[CH2:28][CH2:27][C@H:26]([O:29][C:36]3[N:35]=[N:34][C:33]([Cl:32])=[CH:38][CH:37]=3)[CH2:25][CH2:24]2)[CH:6]=1. (5) Given the reactants [Cl:1][C:2]1[C:7]([CH3:8])=[CH:6][CH:5]=[CH:4][C:3]=1[N:9]1[CH2:14][CH2:13][N:12]([CH2:15][CH2:16][CH2:17][CH:18]=[CH:19][C:20]2[N:29]=[C:28]3[C:23]([CH2:24][CH2:25][C:26](=[O:30])[NH:27]3)=[CH:22][CH:21]=2)[CH2:11][CH2:10]1, predict the reaction product. The product is: [Cl:1][C:2]1[C:7]([CH3:8])=[CH:6][CH:5]=[CH:4][C:3]=1[N:9]1[CH2:10][CH2:11][N:12]([CH2:15][CH2:16][CH2:17][CH2:18][CH2:19][C:20]2[N:29]=[C:28]3[C:23]([CH2:24][CH2:25][C:26](=[O:30])[NH:27]3)=[CH:22][CH:21]=2)[CH2:13][CH2:14]1. (6) Given the reactants [C:1]([O:5][C:6](=[O:23])[NH:7][CH2:8][CH2:9][CH2:10][NH:11][C:12]1[C:21]2[C:16](=[CH:17][CH:18]=[CH:19][CH:20]=2)[N:15]=[CH:14][C:13]=1[NH2:22])([CH3:4])([CH3:3])[CH3:2].CCN=C=NC[CH2:30][CH2:31]N(C)C.C1C=CC2N(O)N=NC=2C=1.C[O:46][CH2:47][C:48](O)=O, predict the reaction product. The product is: [C:1]([O:5][C:6](=[O:23])[NH:7][CH2:8][CH2:9][CH2:10][N:11]1[C:12]2[C:21]3[CH:20]=[CH:19][CH:18]=[CH:17][C:16]=3[N:15]=[CH:14][C:13]=2[N:22]=[C:48]1[CH2:47][O:46][CH2:30][CH3:31])([CH3:4])([CH3:2])[CH3:3]. (7) Given the reactants Cl[C:2]1[N:7]=[C:6]([O:8][C:9]2[CH:14]=[CH:13][C:12]([N+:15]([O-:17])=[O:16])=[CH:11][CH:10]=2)[CH:5]=[CH:4][N:3]=1.[NH3:18], predict the reaction product. The product is: [N+:15]([C:12]1[CH:13]=[CH:14][C:9]([O:8][C:6]2[CH:5]=[CH:4][N:3]=[C:2]([NH2:18])[N:7]=2)=[CH:10][CH:11]=1)([O-:17])=[O:16]. (8) Given the reactants [C:1]([O:5][C:6]([N:8]1[CH2:13][CH2:12][CH:11]([NH:14][CH:15]2[CH2:17][CH2:16]2)[CH2:10][CH2:9]1)=[O:7])([CH3:4])([CH3:3])[CH3:2].[CH3:18][S:19]([C:22]1[CH:27]=[CH:26][C:25]([N:28]2[CH:32]=[C:31]([C:33](O)=[O:34])[N:30]=[CH:29]2)=[CH:24][CH:23]=1)(=[O:21])=[O:20], predict the reaction product. The product is: [C:1]([O:5][C:6]([N:8]1[CH2:13][CH2:12][CH:11]([N:14]([CH:15]2[CH2:16][CH2:17]2)[C:33]([C:31]2[N:30]=[CH:29][N:28]([C:25]3[CH:24]=[CH:23][C:22]([S:19]([CH3:18])(=[O:21])=[O:20])=[CH:27][CH:26]=3)[CH:32]=2)=[O:34])[CH2:10][CH2:9]1)=[O:7])([CH3:4])([CH3:2])[CH3:3].